From a dataset of Reaction yield outcomes from USPTO patents with 853,638 reactions. Predict the reaction yield, written as a fraction of the theoretical maximum amount of product (1.0 means a 100% yield; for example, 0.34 means a 34% yield). (1) The reactants are [Cl:1][C:2]1[CH:3]=[C:4]([CH:9]=[C:10]([CH3:16])[C:11]([O:13][CH2:14][CH3:15])=[O:12])[CH:5]=[CH:6][C:7]=1[OH:8].[H][H]. The catalyst is C(OCC)(=O)C.[Pd]. The product is [Cl:1][C:2]1[CH:3]=[C:4]([CH2:9][CH:10]([CH3:16])[C:11]([O:13][CH2:14][CH3:15])=[O:12])[CH:5]=[CH:6][C:7]=1[OH:8]. The yield is 0.969. (2) The product is [C:14]([C:17]1[CH:24]=[CH:23][C:20]([CH2:21][C:5]([CH2:4][CH2:3][C:2]([F:10])([F:11])[F:1])([C:8]#[N:9])[C:6]#[N:7])=[CH:19][CH:18]=1)(=[O:16])[CH3:15]. The yield is 0.780. The reactants are [F:1][C:2]([F:11])([F:10])[CH2:3][CH2:4][CH:5]([C:8]#[N:9])[C:6]#[N:7].[H-].[Na+].[C:14]([C:17]1[CH:24]=[CH:23][C:20]([CH2:21]Br)=[CH:19][CH:18]=1)(=[O:16])[CH3:15]. The catalyst is CN(C)C=O. (3) The reactants are [CH2:1]1[C:9]2[C:4](=[CH:5][CH:6]=[CH:7][CH:8]=2)[CH2:3][CH:2]1[NH:10][CH2:11][C:12]1[CH:17]=[CH:16][C:15](/[CH:18]=[CH:19]/[CH3:20])=[CH:14][C:13]=1[N+:21]([O-])=O.[H][H]. The catalyst is C1COCC1.[Ni]. The product is [NH2:21][C:13]1[CH:14]=[C:15]([CH2:18][CH2:19][CH3:20])[CH:16]=[CH:17][C:12]=1[CH2:11][NH:10][CH:2]1[CH2:3][C:4]2[C:9](=[CH:8][CH:7]=[CH:6][CH:5]=2)[CH2:1]1. The yield is 0.907. (4) The reactants are S(=O)(=O)(O)O.[C:6]1([NH:12]N)[CH:11]=[CH:10][CH:9]=[CH:8][CH:7]=1.[C:14]1(=O)[CH2:18][CH2:17][CH2:16][CH2:15]1. The catalyst is O. The product is [CH2:16]1[C:15]2[C:7]3[CH:8]=[CH:9][CH:10]=[CH:11][C:6]=3[NH:12][C:14]=2[CH2:18][CH2:17]1. The yield is 0.800. (5) The reactants are O[C:2]1([C:8]2[S:12][C:11]3[CH:13]=[CH:14][CH:15]=[CH:16][C:10]=3[C:9]=2[CH3:17])[CH2:7][CH2:6][NH:5][CH2:4][CH2:3]1.O1C[C@H]1COC1C2C=COC=2C=CC=1. The catalyst is CO. The product is [CH3:17][C:9]1[C:10]2[CH:16]=[CH:15][CH:14]=[CH:13][C:11]=2[S:12][C:8]=1[CH:2]1[CH2:3][CH2:4][NH:5][CH2:6][CH2:7]1. The yield is 0.420. (6) The reactants are [F:1][C:2]1[CH:3]=[C:4]([NH2:32])[CH:5]=[CH:6][C:7]=1[O:8][C:9]1[C:18]2[C:13](=[CH:14][C:15]([O:21][CH2:22][CH:23]3[CH2:31][CH:26]4[CH2:27][N:28]([CH3:30])[CH2:29][CH:25]4[CH2:24]3)=[C:16]([O:19][CH3:20])[CH:17]=2)[N:12]=[CH:11][CH:10]=1.C1(C)C=CC=CC=1.[C:40]1([CH2:46][C:47]([N:49]=[C:50]=[S:51])=[O:48])[CH:45]=[CH:44][CH:43]=[CH:42][CH:41]=1. The catalyst is C(O)C. The product is [F:1][C:2]1[CH:3]=[C:4]([NH:32][C:50]([NH:49][C:47](=[O:48])[CH2:46][C:40]2[CH:41]=[CH:42][CH:43]=[CH:44][CH:45]=2)=[S:51])[CH:5]=[CH:6][C:7]=1[O:8][C:9]1[C:18]2[C:13](=[CH:14][C:15]([O:21][CH2:22][CH:23]3[CH2:24][CH:25]4[CH2:29][N:28]([CH3:30])[CH2:27][CH:26]4[CH2:31]3)=[C:16]([O:19][CH3:20])[CH:17]=2)[N:12]=[CH:11][CH:10]=1. The yield is 0.500. (7) The reactants are [CH3:1][C:2]1[CH:7]=[CH:6][C:5]([C:8]2[N:9]=[C:10]([C:24]([OH:26])=[O:25])[C:11]([C:21](O)=[O:22])=[N:12][C:13]=2[C:14]2[CH:19]=[CH:18][C:17]([CH3:20])=[CH:16][CH:15]=2)=[CH:4][CH:3]=1.C(Cl)(=O)C. No catalyst specified. The product is [CH3:20][C:17]1[CH:18]=[CH:19][C:14]([C:13]2[N:12]=[C:11]3[C:21](=[O:22])[O:25][C:24](=[O:26])[C:10]3=[N:9][C:8]=2[C:5]2[CH:4]=[CH:3][C:2]([CH3:1])=[CH:7][CH:6]=2)=[CH:15][CH:16]=1. The yield is 0.990. (8) The yield is 0.830. The catalyst is C1COCC1. The product is [CH3:27][S:28][C:4]1([C:7]([O:9][CH2:10][CH3:11])=[O:8])[CH2:3][CH2:2][N:1]([C:12]([O:14][C:15]([CH3:17])([CH3:16])[CH3:18])=[O:13])[CH2:6][CH2:5]1. The reactants are [N:1]1([C:12]([O:14][C:15]([CH3:18])([CH3:17])[CH3:16])=[O:13])[CH2:6][CH2:5][CH:4]([C:7]([O:9][CH2:10][CH3:11])=[O:8])[CH2:3][CH2:2]1.[Li+].CC([N-]C(C)C)C.[CH3:27][S:28]SC.CCCCCC. (9) The reactants are [N+:1]([C:4]1[CH:9]=[CH:8][C:7]([C:10]2([C:13]([O:15][CH3:16])=[O:14])[CH2:12][CH2:11]2)=[CH:6][CH:5]=1)([O-])=O. The catalyst is CO.[Ni]. The product is [NH2:1][C:4]1[CH:5]=[CH:6][C:7]([C:10]2([C:13]([O:15][CH3:16])=[O:14])[CH2:12][CH2:11]2)=[CH:8][CH:9]=1. The yield is 0.660. (10) The reactants are [F:1][C:2]([F:20])([F:19])[CH2:3][C:4]1[NH:5][C:6]2[C:11]([CH:12]=1)=[C:10]([C:13]([F:16])([F:15])[F:14])[C:9]([C:17]#[N:18])=[CH:8][CH:7]=2.C([O-])([O-])=O.[Cs+].[Cs+].Br[CH2:28][C:29]([NH2:31])=[O:30].CC#N. The catalyst is CCOC(C)=O. The product is [C:17]([C:9]1[C:10]([C:13]([F:16])([F:15])[F:14])=[C:11]2[C:6](=[CH:7][CH:8]=1)[N:5]([CH2:28][C:29]([NH2:31])=[O:30])[C:4]([CH2:3][C:2]([F:1])([F:19])[F:20])=[CH:12]2)#[N:18]. The yield is 0.280.